Dataset: Full USPTO retrosynthesis dataset with 1.9M reactions from patents (1976-2016). Task: Predict the reactants needed to synthesize the given product. Given the product [F:1][C:2]1[CH:7]=[CH:6][C:5]([CH2:8][C:9]([NH:11][CH:12]2[CH2:17][CH2:16][N:15]([C@H:38]([CH3:43])[C:39]([O:41][CH3:42])=[O:40])[CH2:14][CH2:13]2)=[O:10])=[CH:4][CH:3]=1, predict the reactants needed to synthesize it. The reactants are: [F:1][C:2]1[CH:7]=[CH:6][C:5]([CH2:8][C:9]([NH:11][CH:12]2[CH2:17][CH2:16][NH:15][CH2:14][CH2:13]2)=[O:10])=[CH:4][CH:3]=1.CCN(C(C)C)C(C)C.S(O[C@@H:38]([CH3:43])[C:39]([O:41][CH3:42])=[O:40])(C1C=CC(C)=CC=1)(=O)=O.